This data is from NCI-60 drug combinations with 297,098 pairs across 59 cell lines. The task is: Regression. Given two drug SMILES strings and cell line genomic features, predict the synergy score measuring deviation from expected non-interaction effect. (1) Drug 1: COCCOC1=C(C=C2C(=C1)C(=NC=N2)NC3=CC=CC(=C3)C#C)OCCOC.Cl. Drug 2: CC1C(C(CC(O1)OC2CC(CC3=C2C(=C4C(=C3O)C(=O)C5=C(C4=O)C(=CC=C5)OC)O)(C(=O)CO)O)N)O.Cl. Cell line: RXF 393. Synergy scores: CSS=51.0, Synergy_ZIP=-7.40, Synergy_Bliss=-5.86, Synergy_Loewe=-3.07, Synergy_HSA=-2.05. (2) Drug 1: COC1=CC(=CC(=C1O)OC)C2C3C(COC3=O)C(C4=CC5=C(C=C24)OCO5)OC6C(C(C7C(O6)COC(O7)C8=CC=CS8)O)O. Drug 2: C1=CC(=CC=C1CCCC(=O)O)N(CCCl)CCCl. Cell line: NCI-H460. Synergy scores: CSS=56.2, Synergy_ZIP=1.34, Synergy_Bliss=1.71, Synergy_Loewe=-0.996, Synergy_HSA=5.95. (3) Drug 2: C1=C(C(=O)NC(=O)N1)F. Cell line: A549. Synergy scores: CSS=60.4, Synergy_ZIP=4.41, Synergy_Bliss=3.64, Synergy_Loewe=-4.05, Synergy_HSA=6.92. Drug 1: CC1=CC2C(CCC3(C2CCC3(C(=O)C)OC(=O)C)C)C4(C1=CC(=O)CC4)C. (4) Drug 1: C1CC(=O)NC(=O)C1N2C(=O)C3=CC=CC=C3C2=O. Drug 2: CC(C)NC(=O)C1=CC=C(C=C1)CNNC.Cl. Cell line: SW-620. Synergy scores: CSS=1.82, Synergy_ZIP=-1.26, Synergy_Bliss=-0.635, Synergy_Loewe=-0.180, Synergy_HSA=-0.787. (5) Drug 1: C1=CC=C(C(=C1)C(C2=CC=C(C=C2)Cl)C(Cl)Cl)Cl. Drug 2: C#CCC(CC1=CN=C2C(=N1)C(=NC(=N2)N)N)C3=CC=C(C=C3)C(=O)NC(CCC(=O)O)C(=O)O. Cell line: BT-549. Synergy scores: CSS=-0.930, Synergy_ZIP=-3.49, Synergy_Bliss=-9.56, Synergy_Loewe=-5.31, Synergy_HSA=-7.19.